Dataset: Retrosynthesis with 50K atom-mapped reactions and 10 reaction types from USPTO. Task: Predict the reactants needed to synthesize the given product. (1) Given the product Cc1ccc(NC(=O)c2ccc(O)c([N+](=O)[O-])c2)cc1C, predict the reactants needed to synthesize it. The reactants are: Cc1ccc(N)cc1C.O=C(O)c1ccc(O)c([N+](=O)[O-])c1. (2) The reactants are: NNC(=O)Nc1ccccc1.O=C(O)c1ccc2[nH]cc(-c3cncc(C4CC4)n3)c2c1. Given the product O=C(NNC(=O)c1ccc2[nH]cc(-c3cncc(C4CC4)n3)c2c1)Nc1ccccc1, predict the reactants needed to synthesize it. (3) The reactants are: Brc1ccccc1.O=Cc1sccc1B(O)O. Given the product O=Cc1sccc1-c1ccccc1, predict the reactants needed to synthesize it. (4) Given the product Cn1cc(Nc2ncc3cnn(Cc4cccc(OCCN5CCCCC5)c4)c3n2)cn1, predict the reactants needed to synthesize it. The reactants are: ClCCN1CCCCC1.Cn1cc(Nc2ncc3cnn(Cc4cccc(O)c4)c3n2)cn1. (5) Given the product Cc1cc(C#N)cnc1C(=O)Nc1ccc(F)c([C@]2(C(F)F)COCC(NC(=O)OC(C)(C)C)=N2)c1, predict the reactants needed to synthesize it. The reactants are: CC(C)(C)OC(=O)NC1=N[C@@](c2cc(N)ccc2F)(C(F)F)COC1.Cc1cc(C#N)cnc1C(=O)O. (6) Given the product CC(=O)Nc1ccc(Sc2ccc(OCC#N)cc2N)cc1, predict the reactants needed to synthesize it. The reactants are: CC(=O)Nc1ccc(Sc2ccc(O)cc2N)cc1.N#CCBr. (7) Given the product CC(C)(C)OC(=O)N1CC=C(c2cc3c(Nc4cnn(CCc5ccccc5)c4)ncnc3[nH]2)CC1, predict the reactants needed to synthesize it. The reactants are: CC(C)(C)OC(=O)N1CC=C(c2cc3c(Cl)ncnc3[nH]2)CC1.Nc1cnn(CCc2ccccc2)c1. (8) Given the product N#CC1(NC(=O)[C@@H]2C[C@@H](S(=O)(=O)c3ccccc3C(F)(F)F)CN2Cc2ccccc2)CC1, predict the reactants needed to synthesize it. The reactants are: N#CC1(NC(=O)[C@@H]2C[C@@H](S(=O)(=O)c3ccccc3C(F)(F)F)CN2)CC1.O=Cc1ccccc1. (9) Given the product C[C@@H]1OC(O)[C@H](OC(=O)c2ccccc2)[C@H](OC(=O)c2ccccc2)[C@H]1OC(=O)c1ccccc1, predict the reactants needed to synthesize it. The reactants are: C[C@@H]1OC(OC(=O)c2ccccc2)[C@H](OC(=O)c2ccccc2)[C@H](OC(=O)c2ccccc2)[C@H]1OC(=O)c1ccccc1.